This data is from Reaction yield outcomes from USPTO patents with 853,638 reactions. The task is: Predict the reaction yield, written as a fraction of the theoretical maximum amount of product (1.0 means a 100% yield; for example, 0.34 means a 34% yield). (1) The reactants are [C:1]([C:4]1[C:12]2[C:7](=[CH:8][CH:9]=[C:10]([CH2:13][N:14]([CH3:28])[C:15]([CH2:17][CH2:18][CH2:19][NH:20][C:21](=[O:27])[O:22][C:23]([CH3:26])([CH3:25])[CH3:24])=[O:16])[CH:11]=2)[N:6]([C:29]2[CH:34]=[C:33](I)[CH:32]=[CH:31][N:30]=2)[N:5]=1)(=[O:3])[NH2:2].[C:36]([C@:38]1([OH:45])[CH2:42][CH2:41][N:40]([CH3:43])[C:39]1=[O:44])#[CH:37]. No catalyst specified. The product is [C:1]([C:4]1[C:12]2[C:7](=[CH:8][CH:9]=[C:10]([CH2:13][N:14]([CH3:28])[C:15]([CH2:17][CH2:18][CH2:19][NH:20][C:21](=[O:27])[O:22][C:23]([CH3:26])([CH3:25])[CH3:24])=[O:16])[CH:11]=2)[N:6]([C:29]2[CH:34]=[C:33]([C:37]#[C:36][C@:38]3([OH:45])[CH2:42][CH2:41][N:40]([CH3:43])[C:39]3=[O:44])[CH:32]=[CH:31][N:30]=2)[N:5]=1)(=[O:3])[NH2:2]. The yield is 0.610. (2) The reactants are [CH:1]1[C:6]([OH:7])=[CH:5][CH:4]=[CH:3][C:2]=1[CH3:8].[CH3:9][C:10]1[O:14][C:13]([C:15]2[CH:20]=[CH:19][CH:18]=[CH:17][CH:16]=2)=[N:12][C:11]=1[CH2:21][CH2:22]O.C1(P(C2C=CC=CC=2)C2C=CC=CC=2)C=CC=CC=1.N(C(OCC)=O)=NC(OCC)=O. The catalyst is C1COCC1. The product is [CH3:9][C:10]1[O:14][C:13]([C:15]2[CH:16]=[CH:17][CH:18]=[CH:19][CH:20]=2)=[N:12][C:11]=1[CH2:21][CH2:22][O:7][C:6]1[CH:1]=[C:2]([CH3:8])[CH:3]=[CH:4][CH:5]=1. The yield is 0.780. (3) The reactants are Cl[CH2:2][CH2:3][O:4][C:5]1[CH:13]=[C:12]2[C:8]([C:9]([C:28]#[N:29])=[C:10]([C:16]3[CH:21]=[CH:20][C:19]([NH:22][C:23]([CH:25]4[CH2:27][CH2:26]4)=[O:24])=[CH:18][CH:17]=3)[N:11]2[CH2:14][CH3:15])=[CH:7][CH:6]=1.[Na+].[I-].C([O-])([O-])=O.[K+].[K+].[NH:38]1[CH:42]=[CH:41][N:40]=[CH:39]1. The catalyst is C(#N)C.C(OCC)(=O)C.O. The product is [C:28]([C:9]1[C:8]2[C:12](=[CH:13][C:5]([O:4][CH2:3][CH2:2][N:38]3[CH:42]=[CH:41][N:40]=[CH:39]3)=[CH:6][CH:7]=2)[N:11]([CH2:14][CH3:15])[C:10]=1[C:16]1[CH:21]=[CH:20][C:19]([NH:22][C:23]([CH:25]2[CH2:27][CH2:26]2)=[O:24])=[CH:18][CH:17]=1)#[N:29]. The yield is 0.710. (4) The yield is 0.740. The reactants are [CH2:1]([O:3][C:4]([C:6]1[NH:7][N:8]=[C:9]([C:11]2[S:15][C:14]([C:16]3[CH:21]=[CH:20][CH:19]=[CH:18][CH:17]=3)=[N:13][CH:12]=2)[CH:10]=1)=[O:5])[CH3:2].[Br:22]NC(=O)CCC(N)=O. The catalyst is C(#N)C.CN(C)C=O.C(OCC)(=O)C. The product is [CH2:1]([O:3][C:4]([C:6]1[NH:7][N:8]=[C:9]([C:11]2[S:15][C:14]([C:16]3[CH:21]=[CH:20][CH:19]=[CH:18][CH:17]=3)=[N:13][CH:12]=2)[C:10]=1[Br:22])=[O:5])[CH3:2].